From a dataset of Drug-target binding data from BindingDB using Ki measurements. Regression. Given a target protein amino acid sequence and a drug SMILES string, predict the binding affinity score between them. We predict pKi (pKi = -log10(Ki in M); higher means stronger inhibition). Dataset: bindingdb_ki. (1) The drug is CS(=O)(=O)c1ccc(C2=C(c3ccccc3)C(=O)OC2)cc1. The target protein (Q9XT82) has sequence MGSISNNSGSEDCESREWLPSGESPAISSAMFSAGVLGNLIALALLARRWRGDAGRRAGRGNSISLFHVLVTELVFTDLLGTCLISPVVLASYARNQTLMALEPERRACTYFAFAMTFFSLATMLMLFAMALERYLSIGRPYFYQRHVTRRGGLAVLPTIYTVSLLFCSLPLLGYGQYVQYCPGTWCFIRHGRTAYLQLYATLLLLLIVAVLACNFSVILNLIRMHRRSGRSRCGPSLGSCRDGSGTRRRGERVSVAEETDHLILLAIMTITFAICSLPFTIFAYMNETSSRREKWDLQALRFLSINSIIDPWVFAIFRPPVLRLMRSVLCCRVSLRAQDATQTSCSIQSNASRLTFVDTS. The pKi is 5.0. (2) The compound is Nc1c(S(=O)(=O)[O-])cc(Nc2ccc(Nc3nc(Cl)nc(Nc4cccc(S(=O)(=O)[O-])c4)n3)c(S(=O)(=O)[O-])c2)c2c1C(=O)c1ccccc1C2=O. The target protein (P97687) has sequence MEDIKDSKVKRFCSKNILIILGFSSVLAVIALIAVGLTHNKPLPENVKYGIVLDAGSSHTNLYIYKWPAEKENDTGVVQLLEECQVKGPGISKYAQKTDEIAAYLAECMKMSTERIPASKQHQTPVYLGATAGMRLLRMESKQSADEVLAAVSRSLKSYPFDFQGAKIITGQEEGAYGWITINYLLGRFTQEQSWLNFISDSQKQATFGALDLGGSSTQVTFVPLNQTLEAPETSLQFRLYGTDYTVYTHSFLCYGKDQALWQKLAQDIQVSSGGILKDPCFYPGYKKVVNVSELYGTPCTKRFEKKLPFNQFQVQGTGDYEQCHQSILKFFNNSHCPYSQCAFNGVFLPPLQGSFGAFSAFYFVMDFFKKMANDSVSSQEKMTEITKNFCSKPWEEVKASYPTVKEKYLSEYCFSGTYILSLLLQGYNFTGTSWDQIHFMGKIKDSNAGWTLGYMLNLTNMIPAEQPLSPPLPHSTYISLMVLFSLVLVAMVITGLFIF.... The pKi is 4.7. (3) The drug is CC(C)(C)NC(=O)[C@@H]1CN(Cc2cccnc2)CCN1C[C@@H](O)C[C@@H](Cc1ccccc1)C(=O)N[C@H]1c2ccccc2C[C@H]1O. The target protein sequence is PQVTLWQRPLVTIKIGGQLKEALLDTGADDTVLEEMSLPGRWKPKMIGGIGGFIKVRQYDQILIEICGHKAIGTVLVGPTPINIIGRNLLTQIGCTLNF. The pKi is 9.8. (4) The compound is CNCCC(Oc1ccc(C(F)(F)F)cc1)c1ccccc1. The target is MLLARMKPQVQPELGGADQ. The pKi is 6.4. (5) The drug is CCCCC(=O)NCCc1c(Cc2ccccc2)[nH]c2ccccc12. The target protein (P49219) has sequence MMEVNSTCLDCRTPGTIRTEQDAQDSASQGLTSALAVVLIFTIVVDVLGNILVILSVLRNKKLQNAGNLFVVSLSIADLVVAVYPYPVILIAIFQNGWTLGNIHCQISGFLMGLSVIGSVFNITAIAINRYCYICHSLRYDKLYNQRSTWCYLGLTWILTIIAIVPNFFVGSLQYDPRIFSCTFAQTVSSSYTITVVVVHFIVPLSVVTFCYLRIWVLVIQVKHRVRQDFKQKLTQTDLRNFLTMFVVFVLFAVCWAPLNFIGLAVAINPFHVAPKIPEWLFVLSYFMAYFNSCLNAVIYGVLNQNFRKEYKRILMSLLTPRLLFLDTSRGGTEGLKSKPSPAVTNNNQADMLGEARSLWLSRRNGAKMVIIIRPRKAQIAIIHQIFWPQSSWATCRQDTKITGEEDGCRELCKDGISQR. The pKi is 5.7.